This data is from Forward reaction prediction with 1.9M reactions from USPTO patents (1976-2016). The task is: Predict the product of the given reaction. (1) Given the reactants [C:1]([NH:4][NH:5][C:6]([C:8]1[CH:16]=[C:15]2[C:11]([C:12]([CH3:20])([CH3:19])[C:13](=[O:18])[N:14]2[CH3:17])=[CH:10][CH:9]=1)=[O:7])(=O)[CH3:2].C(N(CC)CC)C.C1(C)C=CC(S(Cl)(=O)=O)=CC=1.C(=O)(O)[O-].[Na+], predict the reaction product. The product is: [CH3:17][N:14]1[C:15]2[C:11](=[CH:10][CH:9]=[C:8]([C:6]3[O:7][C:1]([CH3:2])=[N:4][N:5]=3)[CH:16]=2)[C:12]([CH3:20])([CH3:19])[C:13]1=[O:18]. (2) Given the reactants F[B-](F)(F)F.[N:6]1(OC(N(C)C)=[N+](C)C)[C:10]2C=CC=CC=2N=N1.F[P-](F)(F)(F)(F)F.N1(OC(N(C)C)=[N+](C)C)C2N=CC=CC=2N=N1.[Br:47][C:48]1[CH:49]=[CH:50][C:51]([C:54]2([C:57]([OH:59])=O)[CH2:56][CH2:55]2)=[N:52][CH:53]=1.C(N(C(C)C)C(C)C)C.CN, predict the reaction product. The product is: [CH3:10][NH:6][C:57]([C:54]1([C:51]2[CH:50]=[CH:49][C:48]([Br:47])=[CH:53][N:52]=2)[CH2:56][CH2:55]1)=[O:59]. (3) Given the reactants Br[C:2]1[CH:3]=[N:4][CH:5]=[C:6]([O:8][C:9]2[CH:14]=[CH:13][C:12]([O:15][CH3:16])=[CH:11][CH:10]=2)[CH:7]=1.C([N:24]1[C:28]2([CH2:32][CH2:31][N:30](C3C=NC=CC=3)[CH2:29]2)[CH2:27][CH2:26][CH2:25]1)C1C=CC=CC=1.CC(C)([O-])C.[Na+].C1(P(C2C=CC=CC=2)C2C=CC3C(=CC=CC=3)C=2C2C3C(=CC=CC=3)C=CC=2P(C2C=CC=CC=2)C2C=CC=CC=2)C=CC=CC=1, predict the reaction product. The product is: [CH3:16][O:15][C:12]1[CH:13]=[CH:14][C:9]([O:8][C:6]2[CH:7]=[C:2]([N:30]3[CH2:31][CH2:32][C:28]4([NH:24][CH2:25][CH2:26][CH2:27]4)[CH2:29]3)[CH:3]=[N:4][CH:5]=2)=[CH:10][CH:11]=1. (4) Given the reactants [CH2:1]([O:3][C:4](=[O:30])[CH2:5][N:6]1[CH2:11][CH2:10][CH:9]([C:12]2[N:20]=[C:19]3[N:14]([C:15](Cl)=[N:16][C:17]([C:21]4[CH:26]=[CH:25][C:24]([Cl:27])=[CH:23][C:22]=4[Cl:28])=[CH:18]3)[N:13]=2)[CH2:8][CH2:7]1)[CH3:2].Cl.[NH2:32][C:33]1[C:38]([C:39](=[O:44])[C:40]([F:43])([F:42])[F:41])=[CH:37][CH:36]=[C:35]([NH:45][CH2:46][CH2:47][NH2:48])[N:34]=1.C(N(CC)C(C)C)(C)C, predict the reaction product. The product is: [CH2:1]([O:3][C:4](=[O:30])[CH2:5][N:6]1[CH2:11][CH2:10][CH:9]([C:12]2[N:20]=[C:19]3[N:14]([C:15]([NH:48][CH2:47][CH2:46][NH:45][C:35]4[CH:36]=[CH:37][C:38]([C:39](=[O:44])[C:40]([F:42])([F:43])[F:41])=[C:33]([NH2:32])[N:34]=4)=[N:16][C:17]([C:21]4[CH:26]=[CH:25][C:24]([Cl:27])=[CH:23][C:22]=4[Cl:28])=[CH:18]3)[N:13]=2)[CH2:8][CH2:7]1)[CH3:2]. (5) Given the reactants [O:1]1[C:5]2[CH:6]=[CH:7][C:8]([OH:10])=[CH:9][C:4]=2[CH:3]=[CH:2]1.[Br:11]Br.C([O-])(O)=O.[Na+], predict the reaction product. The product is: [Br:11][C:9]1[C:4]2[CH:3]=[CH:2][O:1][C:5]=2[CH:6]=[CH:7][C:8]=1[OH:10]. (6) Given the reactants ClC1C=CC(O)=C(CC2SC=C(C(O)=O)N=2)C=1.[Cl:18][C:19]1[CH:20]=[CH:21][C:22]([O:36]C)=[C:23]([NH:25][C:26]2[S:27][CH:28]=[C:29]([C:31]([O:33]CC)=[O:32])[N:30]=2)[CH:24]=1, predict the reaction product. The product is: [Cl:18][C:19]1[CH:20]=[CH:21][C:22]([OH:36])=[C:23]([NH:25][C:26]2[S:27][CH:28]=[C:29]([C:31]([OH:33])=[O:32])[N:30]=2)[CH:24]=1. (7) Given the reactants [OH:1][CH:2]1[CH:7]([C:8]2[CH:13]=[CH:12][C:11]([OH:14])=[CH:10][CH:9]=2)[CH2:6][CH2:5][N:4]([C:15]([O:17][CH2:18][C:19]2[CH:24]=[CH:23][CH:22]=[CH:21][CH:20]=2)=[O:16])[CH2:3]1.[N:25]1([C:30]([O-:32])=[O:31])[CH2:29][CH2:28][CH2:27][CH2:26]1, predict the reaction product. The product is: [C:7]([O:31][C:30]([N:25]1[CH2:29][CH2:28][C@H:27]([O:14][C:11]2[CH:10]=[CH:9][C:8]([CH:7]3[CH2:6][CH2:5][N:4]([C:15]([O:17][CH2:18][C:19]4[CH:20]=[CH:21][CH:22]=[CH:23][CH:24]=4)=[O:16])[CH2:3][CH:2]3[OH:1])=[CH:13][CH:12]=2)[CH2:26]1)=[O:32])([CH3:8])([CH3:2])[CH3:6]. (8) Given the reactants CC(C)([O-])C.[K+].CCOP(OCC)([CH2:12][C:13]#[N:14])=O.[C:18]([O:22][C:23](=[O:33])[NH:24][C@H:25]1[CH2:30][CH2:29][C@H:28]([CH:31]=O)[CH2:27][CH2:26]1)([CH3:21])([CH3:20])[CH3:19], predict the reaction product. The product is: [C:18]([O:22][C:23](=[O:33])[NH:24][C@H:25]1[CH2:30][CH2:29][C@H:28]([CH:31]=[CH:12][C:13]#[N:14])[CH2:27][CH2:26]1)([CH3:21])([CH3:20])[CH3:19].